From a dataset of Reaction yield outcomes from USPTO patents with 853,638 reactions. Predict the reaction yield, written as a fraction of the theoretical maximum amount of product (1.0 means a 100% yield; for example, 0.34 means a 34% yield). (1) The reactants are [CH2:1]([NH:8][C:9](=O)[CH2:10][C:11]1[C:12]([CH2:17][OH:18])=[N:13][CH:14]=[CH:15][CH:16]=1)[C:2]1[CH:7]=[CH:6][CH:5]=[CH:4][CH:3]=1.B. The catalyst is C1COCC1. The product is [CH2:1]([NH:8][CH2:9][CH2:10][C:11]1[C:12]([CH2:17][OH:18])=[N:13][CH:14]=[CH:15][CH:16]=1)[C:2]1[CH:3]=[CH:4][CH:5]=[CH:6][CH:7]=1. The yield is 0.410. (2) The reactants are [N:1]12[CH2:8][CH2:7][C:4]([C:9]([C:17]3[CH:22]=[CH:21][CH:20]=[CH:19][CH:18]=3)([C:11]3[CH:16]=[CH:15][CH:14]=[CH:13][CH:12]=3)[OH:10])([CH2:5][CH2:6]1)[CH2:3][CH2:2]2.[F:23][C:24]1[CH:29]=[CH:28][CH:27]=[CH:26][C:25]=1[O:30][CH2:31][CH2:32][CH2:33][Br:34]. The catalyst is CC#N. The product is [Br-:34].[F:23][C:24]1[CH:29]=[CH:28][CH:27]=[CH:26][C:25]=1[O:30][CH2:31][CH2:32][CH2:33][N+:1]12[CH2:6][CH2:5][C:4]([C:9]([OH:10])([C:17]3[CH:22]=[CH:21][CH:20]=[CH:19][CH:18]=3)[C:11]3[CH:12]=[CH:13][CH:14]=[CH:15][CH:16]=3)([CH2:3][CH2:2]1)[CH2:7][CH2:8]2. The yield is 0.683. (3) The reactants are [OH:1][C:2]1[CH:9]=[CH:8][C:7]([I:10])=[CH:6][C:3]=1[CH2:4][OH:5]. The catalyst is CC(C)=O.[O-2].[Mn+4].[O-2]. The product is [OH:1][C:2]1[CH:9]=[CH:8][C:7]([I:10])=[CH:6][C:3]=1[CH:4]=[O:5]. The yield is 0.580. (4) The reactants are [C:1](OC(=O)C)(=[O:3])[CH3:2].[CH3:8][CH:9]([CH2:18][CH2:19][CH:20]=[C:21]([CH3:23])[CH3:22])[CH2:10][CH:11]([OH:17])[CH:12]([N+:14]([O-:16])=[O:15])[CH3:13].CCOCC. The catalyst is OS(O)(=O)=O.O. The product is [C:1]([O:17][CH:11]([CH2:10][CH:9]([CH3:8])[CH2:18][CH2:19][CH:20]=[C:21]([CH3:23])[CH3:22])[CH:12]([N+:14]([O-:16])=[O:15])[CH3:13])(=[O:3])[CH3:2]. The yield is 0.880. (5) The reactants are FC(F)(F)C(O)=O.C(OC([N:15]1[CH2:20][CH2:19][C:18]2[N:21]([CH2:31][CH:32]([OH:48])[CH2:33][N:34]3[CH2:39][CH2:38][N:37]([C:40]4[CH:45]=[CH:44][CH:43]=[CH:42][C:41]=4[C:46]#[N:47])[CH2:36][CH2:35]3)[N:22]=[C:23]([C:24]3[CH:29]=[CH:28][C:27]([I:30])=[CH:26][CH:25]=3)[C:17]=2[CH2:16]1)=O)(C)(C)C. The catalyst is C(Cl)Cl. The product is [OH:48][CH:32]([CH2:31][N:21]1[C:18]2[CH2:19][CH2:20][NH:15][CH2:16][C:17]=2[C:23]([C:24]2[CH:29]=[CH:28][C:27]([I:30])=[CH:26][CH:25]=2)=[N:22]1)[CH2:33][N:34]1[CH2:35][CH2:36][N:37]([C:40]2[CH:45]=[CH:44][CH:43]=[CH:42][C:41]=2[C:46]#[N:47])[CH2:38][CH2:39]1. The yield is 1.00. (6) The reactants are [CH:1]1([C:4]2[CH:9]=[CH:8][CH:7]=[CH:6][CH:5]=2)[CH2:3][CH2:2]1.C([O-])(=O)C.[Na+].[Br:15]Br.OS([O-])=O.[Na+]. The catalyst is C(O)(=O)C.O. The product is [CH:1]1([C:4]2[CH:9]=[CH:8][C:7]([Br:15])=[CH:6][CH:5]=2)[CH2:3][CH2:2]1. The yield is 0.210. (7) The reactants are [F:1][C:2]1[CH:3]=[CH:4][C:5]([O:29][CH3:30])=[C:6]([C:8]([CH3:28])([CH3:27])[CH2:9][C:10](N)([CH2:15][C:16]2[C:25]3[C:20](=[CH:21][CH:22]=[CH:23][CH:24]=3)[N:19]=[CH:18][CH:17]=2)[C:11]([F:14])([F:13])[F:12])[CH:7]=1.C=O.[C:33](O)(=O)C.[C:37]([BH3-])#[N:38].[Na+]. The catalyst is C(#N)C. The product is [F:1][C:2]1[CH:3]=[CH:4][C:5]([O:29][CH3:30])=[C:6]([C:8]([CH3:28])([CH3:27])[CH2:9][C:10]([N:38]([CH3:37])[CH3:33])([CH2:15][C:16]2[C:25]3[C:20](=[CH:21][CH:22]=[CH:23][CH:24]=3)[N:19]=[CH:18][CH:17]=2)[C:11]([F:14])([F:13])[F:12])[CH:7]=1. The yield is 0.280. (8) The reactants are [C:1](=[O:26])([O:7][C:8]1[N:12]([C:13]2[N:18]=[CH:17][CH:16]=[CH:15][N:14]=2)[N:11]=[C:10]([C:19]2[CH:24]=[CH:23][C:22](I)=[CH:21][CH:20]=2)[CH:9]=1)[O:2][C:3]([CH3:6])([CH3:5])[CH3:4].[C:27]1(B(O)O)[CH:32]=[CH:31][CH:30]=[CH:29][CH:28]=1. No catalyst specified. The product is [C:1](=[O:26])([O:2][C:3]([CH3:6])([CH3:5])[CH3:4])[O:7][C:8]1[N:12]([C:13]2[N:18]=[CH:17][CH:16]=[CH:15][N:14]=2)[N:11]=[C:10]([C:19]2[CH:24]=[CH:23][C:22]([C:27]3[CH:32]=[CH:31][CH:30]=[CH:29][CH:28]=3)=[CH:21][CH:20]=2)[CH:9]=1. The yield is 0.950. (9) The reactants are O[CH:2]1[O:6][C:5](=O)[CH:4]=[C:3]1[C:8]1[CH:13]=[CH:12][C:11]([O:14][CH3:15])=[CH:10][CH:9]=1.O.[NH2:17][NH2:18]. The catalyst is C(O)C. The product is [CH3:15][O:14][C:11]1[CH:12]=[CH:13][C:8]([C:3]2[CH:2]=[N:18][NH:17][C:5](=[O:6])[CH:4]=2)=[CH:9][CH:10]=1. The yield is 0.870.